Dataset: Forward reaction prediction with 1.9M reactions from USPTO patents (1976-2016). Task: Predict the product of the given reaction. (1) The product is: [NH2:9][C:10]1[C:19]2[C:14](=[C:15]([O:5][CH2:4][CH2:3][N:2]([CH3:6])[CH3:1])[C:16]([N:20]3[C:28]4[CH2:27][C:26]([CH3:30])([CH3:29])[CH2:25][C:24](=[O:31])[C:23]=4[C:22]([CH3:32])=[CH:21]3)=[CH:17][CH:18]=2)[N:13]=[CH:12][N:11]=1. Given the reactants [CH3:1][N:2]([CH3:6])[CH2:3][CH2:4][OH:5].[H-].[Na+].[NH2:9][C:10]1[C:19]2[C:14](=[C:15](F)[C:16]([N:20]3[C:28]4[CH2:27][C:26]([CH3:30])([CH3:29])[CH2:25][C:24](=[O:31])[C:23]=4[C:22]([CH3:32])=[CH:21]3)=[CH:17][CH:18]=2)[N:13]=[CH:12][N:11]=1, predict the reaction product. (2) Given the reactants [Cl:1][C:2]1[CH:7]=[CH:6][CH:5]=[C:4]([Cl:8])[C:3]=1[CH:9]1[C:14]([C:15]([O:17][CH3:18])=[O:16])=[C:13]([CH2:19][CH2:20][C:21]2[S:22][CH:23]=[CH:24][N:25]=2)[NH:12][C:11]([CH2:26][C:27]([O:29]CC)=[O:28])=[C:10]1[C:32]([O:34][CH2:35][CH3:36])=[O:33].O.CCOCC, predict the reaction product. The product is: [Cl:8][C:4]1[CH:5]=[CH:6][CH:7]=[C:2]([Cl:1])[C:3]=1[CH:9]1[C:14]([C:15]([O:17][CH3:18])=[O:16])=[C:13]([CH2:19][CH2:20][C:21]2[S:22][CH:23]=[CH:24][N:25]=2)[NH:12][C:11]([CH2:26][C:27]([OH:29])=[O:28])=[C:10]1[C:32]([O:34][CH2:35][CH3:36])=[O:33]. (3) Given the reactants [CH2:1]([O:8][C:9]1[C:14](=[O:15])[CH:13]=[C:12]([CH2:16][OH:17])[O:11][C:10]=1[C:18]([O:20][CH3:21])=[O:19])[C:2]1[CH:7]=[CH:6][CH:5]=[CH:4][CH:3]=1.[CH3:22][S:23](Cl)(=[O:25])=[O:24], predict the reaction product. The product is: [CH2:1]([O:8][C:9]1[C:14](=[O:15])[CH:13]=[C:12]([CH2:16][O:17][S:23]([CH3:22])(=[O:25])=[O:24])[O:11][C:10]=1[C:18]([O:20][CH3:21])=[O:19])[C:2]1[CH:3]=[CH:4][CH:5]=[CH:6][CH:7]=1. (4) Given the reactants CO[N:3]1[CH:8]=[CH:7][CH:6]=[C:5]([S:9]([C:12]2[NH:13][C:14]3[C:19]([CH:20]=2)=[CH:18][CH:17]=[CH:16][CH:15]=3)(=[O:11])=[O:10])[NH:4]1.Cl.[O:22]1CCOCC1, predict the reaction product. The product is: [NH:13]1[C:14]2[C:19](=[CH:18][CH:17]=[CH:16][CH:15]=2)[CH:20]=[C:12]1[S:9]([C:5]1[CH:6]=[CH:7][C:8](=[O:22])[NH:3][N:4]=1)(=[O:11])=[O:10]. (5) Given the reactants C([O:3][C:4]([C:6]1[N:7]=[N:8][C:9]([O:12][CH2:13][C:14]2[C:15]([C:20]3[CH:25]=[CH:24][N:23]=[CH:22][N:21]=3)=[N:16][O:17][C:18]=2[CH3:19])=[CH:10][CH:11]=1)=[O:5])C.COC(C1C=NC(OCC2C(C3C=CC(Cl)=CC=3)=NOC=2)=CN=1)=O, predict the reaction product. The product is: [CH3:19][C:18]1[O:17][N:16]=[C:15]([C:20]2[CH:25]=[CH:24][N:23]=[CH:22][N:21]=2)[C:14]=1[CH2:13][O:12][C:9]1[N:8]=[N:7][C:6]([C:4]([OH:5])=[O:3])=[CH:11][CH:10]=1.